From a dataset of Forward reaction prediction with 1.9M reactions from USPTO patents (1976-2016). Predict the product of the given reaction. (1) Given the reactants [Cl:1][C:2]1[CH:7]=[C:6]([Cl:8])[CH:5]=[CH:4][C:3]=1[C:9]1[N:10]=[C:11]([C:16]2[CH:17]=[C:18]3[C:23](=[CH:24][CH:25]=2)[CH:22]=[C:21]([OH:26])[CH:20]=[CH:19]3)[N:12]([CH2:14][CH3:15])[CH:13]=1.C([O:29][C:30](=[O:37])[CH2:31][CH2:32][CH2:33][CH2:34][CH2:35]Br)C, predict the reaction product. The product is: [Cl:1][C:2]1[CH:7]=[C:6]([Cl:8])[CH:5]=[CH:4][C:3]=1[C:9]1[N:10]=[C:11]([C:16]2[CH:17]=[C:18]3[C:23](=[CH:24][CH:25]=2)[CH:22]=[C:21]([O:26][CH2:35][CH2:34][CH2:33][CH2:32][CH2:31][C:30]([OH:37])=[O:29])[CH:20]=[CH:19]3)[N:12]([CH2:14][CH3:15])[CH:13]=1. (2) Given the reactants [CH3:1][O:2][C:3]1[C:11]2[O:10][C:9]([CH3:13])([CH3:12])[CH2:8][C:7]=2[CH:6]=[C:5]([C:14]2[C:15]([CH3:27])([CH3:26])[C:16](=[O:25])[N:17]([CH:19]3[CH2:24][CH2:23][NH:22][CH2:21][CH2:20]3)[N:18]=2)[CH:4]=1.[CH2:28]([O:35][C:36]1[CH:37]=[CH:38][C:39]([CH3:45])=[C:40]([CH:44]=1)[C:41](O)=[O:42])[C:29]1[CH:34]=[CH:33][CH:32]=[CH:31][CH:30]=1, predict the reaction product. The product is: [CH2:28]([O:35][C:36]1[CH:37]=[CH:38][C:39]([CH3:45])=[C:40]([C:41]([N:22]2[CH2:23][CH2:24][CH:19]([N:17]3[C:16](=[O:25])[C:15]([CH3:27])([CH3:26])[C:14]([C:5]4[CH:4]=[C:3]([O:2][CH3:1])[C:11]5[O:10][C:9]([CH3:13])([CH3:12])[CH2:8][C:7]=5[CH:6]=4)=[N:18]3)[CH2:20][CH2:21]2)=[O:42])[CH:44]=1)[C:29]1[CH:30]=[CH:31][CH:32]=[CH:33][CH:34]=1. (3) Given the reactants [C:1]([N:4]1[C:12]2[C:7](=[CH:8][CH:9]=[C:10]([Cl:13])[CH:11]=2)[CH2:6][C:5]1=[O:14])(=[O:3])[CH3:2].[CH3:15][CH2:16][O:17][C:18](OCC)(OCC)[C:19]1[CH:24]=[CH:23][CH:22]=[CH:21][CH:20]=1, predict the reaction product. The product is: [C:1]([N:4]1[C:12]2[C:7](=[CH:8][CH:9]=[C:10]([Cl:13])[CH:11]=2)[C:6](=[C:18]([O:17][CH2:16][CH3:15])[C:19]2[CH:24]=[CH:23][CH:22]=[CH:21][CH:20]=2)[C:5]1=[O:14])(=[O:3])[CH3:2]. (4) Given the reactants [CH3:1][O:2][CH2:3][C@H:4]([OH:6])[CH3:5].[H-].[Na+].Cl[C:10]1[N:15]=[C:14]([C:16]([NH:18][CH2:19][CH3:20])=[O:17])[CH:13]=[C:12]([S:21][CH3:22])[N:11]=1, predict the reaction product. The product is: [CH2:19]([NH:18][C:16]([C:14]1[CH:13]=[C:12]([S:21][CH3:22])[N:11]=[C:10]([O:6][C@H:4]([CH3:5])[CH2:3][O:2][CH3:1])[N:15]=1)=[O:17])[CH3:20]. (5) Given the reactants B.O1CCCC1.[C:7]1([NH:13][C:14]([CH:16]2[CH2:21][CH2:20][N:19]([C:22]([O:24][C:25]([CH3:28])([CH3:27])[CH3:26])=[O:23])[CH2:18][CH2:17]2)=O)[CH:12]=[CH:11][CH:10]=[CH:9][CH:8]=1.CO.C(=O)([O-])[O-].[K+].[K+], predict the reaction product. The product is: [C:7]1([NH:13][CH2:14][CH:16]2[CH2:21][CH2:20][N:19]([C:22]([O:24][C:25]([CH3:28])([CH3:27])[CH3:26])=[O:23])[CH2:18][CH2:17]2)[CH:12]=[CH:11][CH:10]=[CH:9][CH:8]=1. (6) The product is: [Cl:62][C:54]1[C:53]([S:72][CH2:71][C:68]2[CH:69]=[CH:70][C:65]([O:64][CH3:63])=[CH:66][CH:67]=2)=[CH:58][C:57]([Cl:59])=[CH:56][C:55]=1[O:60][CH3:61]. Given the reactants CCN(C(C)C)C(C)C.C1(P(C2C=CC=CC=2)C2C3OC4C(=CC=CC=4P(C4C=CC=CC=4)C4C=CC=CC=4)C(C)(C)C=3C=CC=2)C=CC=CC=1.Br[C:53]1[CH:58]=[C:57]([Cl:59])[CH:56]=[C:55]([O:60][CH3:61])[C:54]=1[Cl:62].[CH3:63][O:64][C:65]1[CH:70]=[CH:69][C:68]([CH2:71][SH:72])=[CH:67][CH:66]=1, predict the reaction product.